From a dataset of Peptide-MHC class I binding affinity with 185,985 pairs from IEDB/IMGT. Regression. Given a peptide amino acid sequence and an MHC pseudo amino acid sequence, predict their binding affinity value. This is MHC class I binding data. (1) The peptide sequence is FMGRLGPEY. The binding affinity (normalized) is 0.0847. The MHC is HLA-A11:01 with pseudo-sequence HLA-A11:01. (2) The peptide sequence is SDYLEFDTI. The MHC is Mamu-B01 with pseudo-sequence Mamu-B01. The binding affinity (normalized) is 1.00. (3) The peptide sequence is IMSIGFEARI. The MHC is HLA-A02:01 with pseudo-sequence HLA-A02:01. The binding affinity (normalized) is 0.319.